From a dataset of Peptide-MHC class II binding affinity with 134,281 pairs from IEDB. Regression. Given a peptide amino acid sequence and an MHC pseudo amino acid sequence, predict their binding affinity value. This is MHC class II binding data. (1) The peptide sequence is FVAGAKYMVIQGEPG. The MHC is DRB1_0405 with pseudo-sequence DRB1_0405. The binding affinity (normalized) is 0.659. (2) The peptide sequence is PAPMLAAAAGWQTLS. The MHC is DRB1_1501 with pseudo-sequence DRB1_1501. The binding affinity (normalized) is 0.700.